Dataset: Forward reaction prediction with 1.9M reactions from USPTO patents (1976-2016). Task: Predict the product of the given reaction. (1) The product is: [CH3:32][NH:1][C:2]1[C:6]2[CH:7]=[C:8]3[CH2:15][CH2:14][CH2:13][CH2:12][CH2:11][C:9]3=[N:10][C:5]=2[S:4][C:3]=1[C:16]([NH:18][C:19]1[S:20][C:21]([C:24]2[CH:25]=[CH:26][CH:27]=[CH:28][CH:29]=2)=[N:22][N:23]=1)=[O:17]. Given the reactants [NH2:1][C:2]1[C:6]2[CH:7]=[C:8]3[CH2:15][CH2:14][CH2:13][CH2:12][CH2:11][C:9]3=[N:10][C:5]=2[S:4][C:3]=1[C:16]([NH:18][C:19]1[S:20][C:21]([C:24]2[CH:29]=[CH:28][CH:27]=[CH:26][CH:25]=2)=[N:22][N:23]=1)=[O:17].CI.[CH2:32](Cl)Cl, predict the reaction product. (2) Given the reactants Cl[C:2]1[N:7]=[CH:6][N:5]=[C:4]2[N:8]([C:11]3[CH:16]=[CH:15][N:14]=[CH:13][CH:12]=3)[N:9]=[CH:10][C:3]=12.[NH2:17][NH2:18], predict the reaction product. The product is: [NH:17]([C:2]1[N:7]=[CH:6][N:5]=[C:4]2[N:8]([C:11]3[CH:16]=[CH:15][N:14]=[CH:13][CH:12]=3)[N:9]=[CH:10][C:3]=12)[NH2:18]. (3) The product is: [O:15]1[CH2:20][CH2:19][N:18]([C:21]2[CH:26]=[CH:25][C:24]([C:2]3[CH:3]=[N:4][CH:5]=[C:6]4[C:11]=3[N:10]=[C:9]([C:12]([NH2:14])=[O:13])[CH:8]=[CH:7]4)=[CH:23][CH:22]=2)[CH2:17][CH2:16]1. Given the reactants Br[C:2]1[CH:3]=[N:4][CH:5]=[C:6]2[C:11]=1[N:10]=[C:9]([C:12]([NH2:14])=[O:13])[CH:8]=[CH:7]2.[O:15]1[CH2:20][CH2:19][N:18]([C:21]2[CH:26]=[CH:25][C:24](B(O)O)=[CH:23][CH:22]=2)[CH2:17][CH2:16]1.C(=O)([O-])[O-].[Cs+].[Cs+], predict the reaction product. (4) The product is: [F:1][C:2]1[CH:7]=[CH:6][C:5]([F:8])=[CH:4][C:3]=1[NH2:9]. Given the reactants [F:1][C:2]1[CH:7]=[CH:6][C:5]([F:8])=[CH:4][C:3]=1[N+:9]([O-])=O.CC(=O)OCC, predict the reaction product. (5) Given the reactants Br[C:2]1[C:3]([N:22]2[CH2:27][CH2:26][CH2:25][C@H:24]([OH:28])[CH2:23]2)=[N:4][CH:5]=[C:6]([CH:21]=1)[C:7]([NH:9][C:10]1[CH:15]=[CH:14][C:13]([O:16][C:17]([F:20])([F:19])[F:18])=[CH:12][CH:11]=1)=[O:8].[CH3:29][C:30]1[N:35]=[CH:34][C:33](B(O)O)=[CH:32][CH:31]=1, predict the reaction product. The product is: [OH:28][C@H:24]1[CH2:25][CH2:26][CH2:27][N:22]([C:3]2[C:2]([C:33]3[CH:34]=[N:35][C:30]([CH3:29])=[CH:31][CH:32]=3)=[CH:21][C:6]([C:7]([NH:9][C:10]3[CH:15]=[CH:14][C:13]([O:16][C:17]([F:20])([F:19])[F:18])=[CH:12][CH:11]=3)=[O:8])=[CH:5][N:4]=2)[CH2:23]1. (6) Given the reactants [CH:1]1([C:7]2[C:15]3[C:14](=[O:16])[NH:13][C:12]([C:17]4[CH:22]=[CH:21][C:20]([S:23](Cl)(=[O:25])=[O:24])=[CH:19][C:18]=4[O:27][CH3:28])=[N:11][C:10]=3[N:9]([CH2:29][CH3:30])[N:8]=2)[CH2:6][CH2:5][CH2:4][CH2:3][CH2:2]1.[NH:31]1[CH2:37][CH2:36][CH2:35][NH:34][CH2:33][CH2:32]1, predict the reaction product. The product is: [CH:1]1([C:7]2[C:15]3[C:14](=[O:16])[NH:13][C:12]([C:17]4[CH:22]=[CH:21][C:20]([S:23]([N:31]5[CH2:37][CH2:36][CH2:35][NH:34][CH2:33][CH2:32]5)(=[O:25])=[O:24])=[CH:19][C:18]=4[O:27][CH3:28])=[N:11][C:10]=3[N:9]([CH2:29][CH3:30])[N:8]=2)[CH2:6][CH2:5][CH2:4][CH2:3][CH2:2]1. (7) Given the reactants [NH2:1][C@@H:2]1[CH2:6][CH2:5][N:4]([C:7]([C:9]2[CH:10]=[C:11]([CH:24]=[CH:25][C:26]=2[F:27])[CH2:12][C:13]2[C:22]3[C:17](=[CH:18][CH:19]=[CH:20][CH:21]=3)[C:16](=[O:23])[NH:15][N:14]=2)=[O:8])[CH2:3]1.[C:28]1(=O)[CH2:31][CH2:30][CH2:29]1.C(O[BH-](OC(=O)C)OC(=O)C)(=O)C.[Na+], predict the reaction product. The product is: [CH:28]1([NH:1][C@@H:2]2[CH2:6][CH2:5][N:4]([C:7]([C:9]3[CH:10]=[C:11]([CH:24]=[CH:25][C:26]=3[F:27])[CH2:12][C:13]3[C:22]4[C:17](=[CH:18][CH:19]=[CH:20][CH:21]=4)[C:16](=[O:23])[NH:15][N:14]=3)=[O:8])[CH2:3]2)[CH2:31][CH2:30][CH2:29]1. (8) Given the reactants Br[C:2]1[CH:3]=[CH:4][C:5]2[NH:11][C:10](=[O:12])[CH2:9][O:8][C:7]([CH3:14])([CH3:13])[C:6]=2[CH:15]=1.[F:16][C:17]1[CH:22]=[CH:21][C:20](B(O)O)=[CH:19][CH:18]=1, predict the reaction product. The product is: [CH3:13][C:7]1([CH3:14])[O:8][CH2:9][C:10](=[O:12])[NH:11][C:5]2[CH:4]=[CH:3][C:2]([C:20]3[CH:21]=[CH:22][C:17]([F:16])=[CH:18][CH:19]=3)=[CH:15][C:6]1=2.